The task is: Regression. Given two drug SMILES strings and cell line genomic features, predict the synergy score measuring deviation from expected non-interaction effect.. This data is from NCI-60 drug combinations with 297,098 pairs across 59 cell lines. (1) Drug 1: C1=NC2=C(N=C(N=C2N1C3C(C(C(O3)CO)O)F)Cl)N. Drug 2: C(CN)CNCCSP(=O)(O)O. Cell line: SNB-19. Synergy scores: CSS=37.7, Synergy_ZIP=0.425, Synergy_Bliss=1.62, Synergy_Loewe=-21.3, Synergy_HSA=3.12. (2) Drug 1: CC1=CC=C(C=C1)C2=CC(=NN2C3=CC=C(C=C3)S(=O)(=O)N)C(F)(F)F. Drug 2: CCC1(C2=C(COC1=O)C(=O)N3CC4=CC5=C(C=CC(=C5CN(C)C)O)N=C4C3=C2)O.Cl. Cell line: SK-MEL-5. Synergy scores: CSS=24.4, Synergy_ZIP=-4.85, Synergy_Bliss=-2.33, Synergy_Loewe=-28.9, Synergy_HSA=-1.78. (3) Drug 1: CC1=C(C=C(C=C1)C(=O)NC2=CC(=CC(=C2)C(F)(F)F)N3C=C(N=C3)C)NC4=NC=CC(=N4)C5=CN=CC=C5. Drug 2: CS(=O)(=O)OCCCCOS(=O)(=O)C. Cell line: HL-60(TB). Synergy scores: CSS=33.2, Synergy_ZIP=-4.62, Synergy_Bliss=1.77, Synergy_Loewe=10.7, Synergy_HSA=4.02.